Task: Predict the product of the given reaction.. Dataset: Forward reaction prediction with 1.9M reactions from USPTO patents (1976-2016) Given the reactants N(C[C:5]([O:7]CC)=[O:6])=C=O.[N:10]([CH:13]([CH2:23][C:24]([O:26][CH2:27][CH2:28][CH2:29][CH2:30][CH2:31][CH3:32])=[O:25])[C:14]([O:16][CH2:17][CH2:18][CH2:19][CH2:20][CH2:21][CH3:22])=[O:15])=C=O, predict the reaction product. The product is: [C:5](=[O:6])([OH:7])[NH2:10].[NH2:10][C@H:13]([C:14]([O:16][CH2:17][CH2:18][CH2:19][CH2:20][CH2:21][CH3:22])=[O:15])[CH2:23][C:24]([O:26][CH2:27][CH2:28][CH2:29][CH2:30][CH2:31][CH3:32])=[O:25].